From a dataset of NCI-60 drug combinations with 297,098 pairs across 59 cell lines. Regression. Given two drug SMILES strings and cell line genomic features, predict the synergy score measuring deviation from expected non-interaction effect. (1) Drug 1: CC1C(C(CC(O1)OC2CC(CC3=C2C(=C4C(=C3O)C(=O)C5=CC=CC=C5C4=O)O)(C(=O)C)O)N)O. Drug 2: CC1C(C(CC(O1)OC2CC(CC3=C2C(=C4C(=C3O)C(=O)C5=C(C4=O)C(=CC=C5)OC)O)(C(=O)CO)O)N)O.Cl. Cell line: HOP-92. Synergy scores: CSS=60.1, Synergy_ZIP=-6.69, Synergy_Bliss=-6.12, Synergy_Loewe=-0.877, Synergy_HSA=0.353. (2) Cell line: NCI-H226. Drug 2: CNC(=O)C1=NC=CC(=C1)OC2=CC=C(C=C2)NC(=O)NC3=CC(=C(C=C3)Cl)C(F)(F)F. Drug 1: C1CC(C1)(C(=O)O)C(=O)O.[NH2-].[NH2-].[Pt+2]. Synergy scores: CSS=-2.28, Synergy_ZIP=0.390, Synergy_Bliss=-1.56, Synergy_Loewe=-2.97, Synergy_HSA=-3.31. (3) Drug 1: CS(=O)(=O)CCNCC1=CC=C(O1)C2=CC3=C(C=C2)N=CN=C3NC4=CC(=C(C=C4)OCC5=CC(=CC=C5)F)Cl. Drug 2: C(CCl)NC(=O)N(CCCl)N=O. Cell line: TK-10. Synergy scores: CSS=8.06, Synergy_ZIP=-4.80, Synergy_Bliss=-3.10, Synergy_Loewe=-1.66, Synergy_HSA=-1.28. (4) Drug 1: CNC(=O)C1=CC=CC=C1SC2=CC3=C(C=C2)C(=NN3)C=CC4=CC=CC=N4. Drug 2: C1C(C(OC1N2C=C(C(=O)NC2=O)F)CO)O. Cell line: RXF 393. Synergy scores: CSS=15.4, Synergy_ZIP=-1.75, Synergy_Bliss=-0.483, Synergy_Loewe=-8.26, Synergy_HSA=0.0904.